This data is from Reaction yield outcomes from USPTO patents with 853,638 reactions. The task is: Predict the reaction yield, written as a fraction of the theoretical maximum amount of product (1.0 means a 100% yield; for example, 0.34 means a 34% yield). The reactants are O1CCOCC1.[Cl:7][CH:8]1[C:13](Cl)([NH2:14])[CH:12]=[N:11][CH:10]=[N:9]1.[CH3:16][NH2:17]. The catalyst is O. The product is [Cl:7][C:8]1[N:9]=[CH:10][N:11]=[C:12]([NH:17][CH3:16])[C:13]=1[NH2:14]. The yield is 0.984.